From a dataset of Merck oncology drug combination screen with 23,052 pairs across 39 cell lines. Regression. Given two drug SMILES strings and cell line genomic features, predict the synergy score measuring deviation from expected non-interaction effect. (1) Drug 1: CCC1(O)C(=O)OCc2c1cc1n(c2=O)Cc2cc3c(CN(C)C)c(O)ccc3nc2-1. Drug 2: Cn1c(=O)n(-c2ccc(C(C)(C)C#N)cc2)c2c3cc(-c4cnc5ccccc5c4)ccc3ncc21. Cell line: A2058. Synergy scores: synergy=5.40. (2) Drug 1: O=S1(=O)NC2(CN1CC(F)(F)F)C1CCC2Cc2cc(C=CCN3CCC(C(F)(F)F)CC3)ccc2C1. Drug 2: CCc1c2c(nc3ccc(O)cc13)-c1cc3c(c(=O)n1C2)COC(=O)C3(O)CC. Cell line: LOVO. Synergy scores: synergy=-4.46. (3) Drug 1: CCC1(O)CC2CN(CCc3c([nH]c4ccccc34)C(C(=O)OC)(c3cc4c(cc3OC)N(C)C3C(O)(C(=O)OC)C(OC(C)=O)C5(CC)C=CCN6CCC43C65)C2)C1. Drug 2: CNC(=O)c1cc(Oc2ccc(NC(=O)Nc3ccc(Cl)c(C(F)(F)F)c3)cc2)ccn1. Cell line: PA1. Synergy scores: synergy=2.10. (4) Synergy scores: synergy=4.10. Drug 1: COc1cccc2c1C(=O)c1c(O)c3c(c(O)c1C2=O)CC(O)(C(=O)CO)CC3OC1CC(N)C(O)C(C)O1. Drug 2: O=C(O)C1(Cc2cccc(Nc3nccs3)n2)CCC(Oc2cccc(Cl)c2F)CC1. Cell line: UWB1289. (5) Drug 1: COc1cccc2c1C(=O)c1c(O)c3c(c(O)c1C2=O)CC(O)(C(=O)CO)CC3OC1CC(N)C(O)C(C)O1. Drug 2: CC(C)CC(NC(=O)C(Cc1ccccc1)NC(=O)c1cnccn1)B(O)O. Cell line: UWB1289BRCA1. Synergy scores: synergy=-9.83. (6) Drug 1: COc1cc(C2c3cc4c(cc3C(OC3OC5COC(C)OC5C(O)C3O)C3COC(=O)C23)OCO4)cc(OC)c1O. Drug 2: CCN(CC)CCNC(=O)c1c(C)[nH]c(C=C2C(=O)Nc3ccc(F)cc32)c1C. Cell line: LOVO. Synergy scores: synergy=4.57. (7) Drug 1: CN1C(=O)C=CC2(C)C3CCC4(C)C(NC(=O)OCC(F)(F)F)CCC4C3CCC12. Drug 2: CC(C)CC(NC(=O)C(Cc1ccccc1)NC(=O)c1cnccn1)B(O)O. Cell line: LNCAP. Synergy scores: synergy=24.7.